This data is from Experimentally validated miRNA-target interactions with 360,000+ pairs, plus equal number of negative samples. The task is: Binary Classification. Given a miRNA mature sequence and a target amino acid sequence, predict their likelihood of interaction. (1) The miRNA is hsa-miR-4303 with sequence UUCUGAGCUGAGGACAG. The protein sequence of the target gene is MVAGRSRARSPGSWLFPGLWLLAVGGPGSLLQAQEQPSCKKAFDLYFVLDKSGSVANNWIEIYNFVHQLTERFVSPEMRLSFIVFSSQATIILPLTGDRYKIGKGLEDLKAVKPVGETYIHEGLKLANEQIQNAGGLKASSIIIALTDGKLDGLVPSYAENEAKKSRSLGASVYCVGVLDFEQAQLERIADSKDQVFPVKGGFQALKGIINSILAQSCTEILELSPSSVCVGEKFQVVLTGRAVTSISHDGSVLCTFTANSTYTKSEKPVSIQPSSILCPAPVLNKDGETLEVSISYNDG.... Result: 0 (no interaction). (2) The protein sequence of the target gene is MPTSVLWAVDLFGRVYTLSTAGQYWELCKDVQLEFKRVSAATQCCWGIAGDNQVYLYVCSSDVPIRHREEAYENQRWNPMGGFCEKLLPSDRWPWSDVSGLQHRPLDGVALPSPHWEWESDWYVDENFGGEPTEKGGWTYAMDFPATYTRDKKWNSCVRRRKWIRYRRYKSRDSWAKIPSKDDPKELPDPFNDLSVGGWEITEEPVGRLSVWAVSLQGKVWYREDVSHPNPEGSSWSLVETPGEVVQISCGPHDLIWATLWEGQALVREGVCRNNPKGSYWSMVEPPGSENGIMHVSAGV.... The miRNA is hsa-miR-33a-5p with sequence GUGCAUUGUAGUUGCAUUGCA. Result: 0 (no interaction). (3) The miRNA is hsa-miR-1255b-2-3p with sequence AACCACUUUCUUUGCUCAUCCA. The protein sequence of the target gene is MDQSGMEIPVTLIIKAPNQKYSDQTISCFLNWTVGKLKTHLSNVYPSKPLTKDQRLVYSGRLLPDHLQLKDILRKQDEYHMVHLVCASRSPPSSPKSSTDRGSHEALASSTSSNSDHSDSTTPSPSQESLSLVTGSSEGLRQRTLSQAQTDPAQSHQFPYVIQGNVDHQFPGQGVPPAFPVYPALSPLQMLWWQQMYAHQYYMQYQAAVSAQATSSAGSAQRAASSPLNLAHVPGEEPPPAPNLVAQENGPMNENVQMNAQGGPVLNEEDLNRDWLDWVYTFSRAAVLLSIVYFYSSFSR.... Result: 0 (no interaction). (4) The miRNA is hsa-miR-6807-5p with sequence GUGAGCCAGUGGAAUGGAGAGG. The protein sequence of the target gene is MFEKYPGKMEGLFRHNPYTAFPPAVPGLPPGLPPAVSFGSLQGAFQPKSTNPELPPRLGPVPSGLSQKGTQIPDHFRPPLRKPGKWCAMHVRVAYMILRHQEKMKGDSHKLDFRNDLLPCLPGPYGALPPGQELSHPASLFTATGAVHAAANPFTAAPGAHGPFLSPSTHIDPFGRPTSFASLAALSNGAFGGLGSPTFNSGAVFAQKESPGAPPAFASPPDPWGRLHRSPLTFPAWVRPPEAARTPGSDKERPVERREPSITKEEKDRDLPFSRPQLRVSPATPKARAGEEGPRPTKES.... Result: 1 (interaction). (5) The miRNA is hsa-miR-124-3p with sequence UAAGGCACGCGGUGAAUGCCAA. The protein sequence of the target gene is MSEVTKNSLEKILPQLKCHFTWNLFKEDSVSRDLEDRVCNQIEFLNTEFKATMYNLLAYIKHLDGNNEAALECLRQAEELIQQEHADQAEIRSLVTWGNYAWVYYHLGRLSDAQIYVDKVKQTCKKFSNPYSIEYSELDCEEGWTQLKCGRNERAKVCFEKALEEKPNNPEFSSGLAIAMYHLDNHPEKQFSTDVLKQAIELSPDNQYVKVLLGLKLQKMNKEAEGEQFVEEALEKSPCQTDVLRSAAKFYRRKGDLDKAIELFQRVLESTPNNGYLYHQIGCCYKAKVRQMQNTGESEA.... Result: 1 (interaction). (6) The miRNA is mmu-miR-539-5p with sequence GGAGAAAUUAUCCUUGGUGUGU. The protein sequence of the target gene is MQSWSRVYCSLAKRGHFNRISHGLQGLSAVPLRTYADQPIDADVTVIGSGPGGYVAAIKAAQLGFKTVCIEKNETLGGTCLNVGCIPSKALLNNSHYYHMAHGKDFASRGIEMSEVRLNLDKMMEQKSTAVKALTGGIAHLFKQNKVVHVNGYGKITGKNQVTATKADGGTQVIDTKNILIATGSEVTPFPGITIDEDTIVSSTGALSLKKVPEKMVVIGAGVIGVELGSVWQRLGADVTAVEFLGHVGGVGIDMEISKNFQRILQKQGFKFKLNTKVTGATKKSDGKIDVSIEAASGGK.... Result: 0 (no interaction). (7) The miRNA is hsa-miR-3928-3p with sequence GGAGGAACCUUGGAGCUUCGGC. The protein sequence of the target gene is MSENRKPLLGFVSKLTSGTALGNSGKTHCPLCLGLFKAPRLLPCLHTVCTTCLEQLEPFSVVDIRGGDSDTSSEGSIFQELKPRSLQSQIGILCPVCDAQVDLPMGGVKALTIDHLAVNDVMLESLRGEGQGLVCDLCNDREVEKRCQTCKANLCHFCCQAHRRQKKTTYHTMVDLKDLKGYSRIGKPILCPVHPAEELRLFCEFCDRPVCQDCVVGEHREHPCDFTSNVIHKHGDSVWELLKGTQPHVEALEEALAQIHIINSALQKRVEAVAADVRTFSEGYIKAIEEHRDKLLKQLE.... Result: 0 (no interaction).